From a dataset of Forward reaction prediction with 1.9M reactions from USPTO patents (1976-2016). Predict the product of the given reaction. (1) Given the reactants [C:1]([CH2:3][C:4]([O:6]C)=O)#[N:2].[CH2:8]([C:10]1[CH:17]=[CH:16][C:13]([CH2:14][NH2:15])=[C:12]([F:18])[CH:11]=1)[CH3:9], predict the reaction product. The product is: [C:1]([CH2:3][C:4]([NH:15][CH2:14][C:13]1[CH:16]=[CH:17][C:10]([CH2:8][CH3:9])=[CH:11][C:12]=1[F:18])=[O:6])#[N:2]. (2) Given the reactants [CH3:1][C:2]1[CH:7]=[CH:6][CH:5]=[CH:4][C:3]=1[C:8](=[CH:13][O:14][CH3:15])[C:9]([O:11][CH3:12])=[O:10].O.N(C(C)(CC(OC)(C)C)C#N)=NC(C)(CC(C)(OC)C)C#N.[Br:39]Br, predict the reaction product. The product is: [Br:39][CH2:1][C:2]1[CH:7]=[CH:6][CH:5]=[CH:4][C:3]=1[C:8](=[CH:13][O:14][CH3:15])[C:9]([O:11][CH3:12])=[O:10]. (3) Given the reactants [O:1]1[C:5]([C:6]2[CH:11]=[CH:10][N:9]3[C:12]4[CH2:18][C@H:17]([NH:19]C(=O)OC(C)(C)C)[C@@H:16]([C:27]5[CH:32]=[C:31]([F:33])[C:30]([F:34])=[CH:29][C:28]=5[F:35])[CH2:15][C:13]=4[N:14]=[C:8]3[CH:7]=2)=[N:4][CH:3]=[N:2]1.Cl, predict the reaction product. The product is: [O:1]1[C:5]([C:6]2[CH:11]=[CH:10][N:9]3[C:12]4[CH2:18][C@H:17]([NH2:19])[C@@H:16]([C:27]5[CH:32]=[C:31]([F:33])[C:30]([F:34])=[CH:29][C:28]=5[F:35])[CH2:15][C:13]=4[N:14]=[C:8]3[CH:7]=2)=[N:4][CH:3]=[N:2]1. (4) Given the reactants [CH2:1]([O:3][C:4]1[CH:5]=[C:6]2[C:11](=[C:12]3[CH2:16][C:15]([CH3:18])([CH3:17])[O:14][C:13]=13)[C:10]([C:19]1[CH:27]=[CH:26][C:22]([C:23](O)=[O:24])=[C:21]([NH:28][CH2:29][C:30]3[CH:35]=[CH:34][CH:33]=[CH:32][CH:31]=3)[CH:20]=1)=[N:9][C:8]([CH3:37])([CH3:36])[CH2:7]2)[CH3:2].[ClH:38].[NH2:39][CH2:40][C:41]([NH2:43])=[O:42].O.ON1C2C=CC=CC=2N=N1.C(N(CC)CC)C.Cl.C(N=C=NCCCN(C)C)C, predict the reaction product. The product is: [ClH:38].[NH2:43][C:41](=[O:42])[CH2:40][NH:39][C:23](=[O:24])[C:22]1[CH:26]=[CH:27][C:19]([C:10]2[C:11]3[C:6](=[CH:5][C:4]([O:3][CH2:1][CH3:2])=[C:13]4[O:14][C:15]([CH3:17])([CH3:18])[CH2:16][C:12]4=3)[CH2:7][C:8]([CH3:37])([CH3:36])[N:9]=2)=[CH:20][C:21]=1[NH:28][CH2:29][C:30]1[CH:31]=[CH:32][CH:33]=[CH:34][CH:35]=1. (5) Given the reactants [Cl:1][C:2]1[C:11]([CH2:12][C:13]([F:16])([F:15])[F:14])=[C:10]([O:17][CH3:18])[C:9]2[C:4](=[CH:5][CH:6]=[C:7]([CH:19]([C:21]3[N:25]([CH3:26])[C:24]([CH3:27])=[N:23][CH:22]=3)[OH:20])[CH:8]=2)[N:3]=1, predict the reaction product. The product is: [Cl:1][C:2]1[C:11]([CH2:12][C:13]([F:16])([F:15])[F:14])=[C:10]([O:17][CH3:18])[C:9]2[C:4](=[CH:5][CH:6]=[C:7]([C:19]([C:21]3[N:25]([CH3:26])[C:24]([CH3:27])=[N:23][CH:22]=3)=[O:20])[CH:8]=2)[N:3]=1. (6) Given the reactants Br[C:2]1[CH:3]=[CH:4][C:5]([CH:20]2[CH2:22][CH2:21]2)=[C:6]([CH:8]2[C:13](=[O:14])[C:12]([CH3:16])([CH3:15])[O:11][C:10]([CH3:18])([CH3:17])[C:9]2=[O:19])[CH:7]=1.[Cl:23][C:24]1[CH:29]=[C:28]([Cl:30])[CH:27]=[CH:26][C:25]=1[OH:31].C(=O)([O-])[O-].[Cs+].[Cs+], predict the reaction product. The product is: [CH:20]1([C:5]2[CH:4]=[CH:3][C:2]([O:31][C:25]3[CH:26]=[CH:27][C:28]([Cl:30])=[CH:29][C:24]=3[Cl:23])=[CH:7][C:6]=2[CH:8]2[C:13](=[O:14])[C:12]([CH3:16])([CH3:15])[O:11][C:10]([CH3:17])([CH3:18])[C:9]2=[O:19])[CH2:21][CH2:22]1. (7) Given the reactants Br[C:2]1[CH:3]=[CH:4][C:5]([NH2:8])=[N:6][CH:7]=1.O.P([O-])([O-])([O-])=O.[K+].[K+].[K+].[CH3:18][C:19]1(C)[C:23](C)(C)OB(C(C)=C)O1, predict the reaction product. The product is: [CH2:18]=[C:19]([C:2]1[CH:3]=[CH:4][C:5]([NH2:8])=[N:6][CH:7]=1)[CH3:23]. (8) Given the reactants COC1C=C(OC)C=CC=1C[N:6]([C:35]1[S:39][N:38]=[CH:37][N:36]=1)[S:7]([C:10]1[N:15]=[C:14]2[NH:16][CH:17]=[C:18]([C:19]3[CH:24]=[CH:23][C:22]([C:25]([F:28])([F:27])[F:26])=[CH:21][C:20]=3[C:29]3[N:33]([CH3:34])[N:32]=[CH:31][CH:30]=3)[C:13]2=[CH:12][CH:11]=1)(=[O:9])=[O:8].[CH3:46]N(C=O)C.[H-].[Na+].IC, predict the reaction product. The product is: [CH3:46][N:16]1[C:14]2=[N:15][C:10]([S:7]([NH:6][C:35]3[S:39][N:38]=[CH:37][N:36]=3)(=[O:8])=[O:9])=[CH:11][CH:12]=[C:13]2[C:18]([C:19]2[CH:24]=[CH:23][C:22]([C:25]([F:26])([F:28])[F:27])=[CH:21][C:20]=2[C:29]2[N:33]([CH3:34])[N:32]=[CH:31][CH:30]=2)=[CH:17]1.